From a dataset of Retrosynthesis with 50K atom-mapped reactions and 10 reaction types from USPTO. Predict the reactants needed to synthesize the given product. Given the product CS(=O)(=O)Oc1cccc(-c2ccc(OCc3ccccc3)c(N3CC(=O)NS3(=O)=O)c2)c1, predict the reactants needed to synthesize it. The reactants are: CC1(C)OB(c2cccc(OS(C)(=O)=O)c2)OC1(C)C.O=C1CN(c2cc(Br)ccc2OCc2ccccc2)S(=O)(=O)N1.